From a dataset of Forward reaction prediction with 1.9M reactions from USPTO patents (1976-2016). Predict the product of the given reaction. (1) The product is: [CH:1]1([CH:6]2[O:10][B:9]([OH:11])[C:8]3[CH:12]=[C:13]([NH:16][C:17](=[O:28])[C:18]4[CH:23]=[CH:22][C:21]([F:29])=[CH:20][CH:19]=4)[CH:14]=[CH:15][C:7]2=3)[CH2:2][CH2:3][CH2:4][CH2:5]1. Given the reactants [CH:1]1([CH:6]2[O:10][B:9]([OH:11])[C:8]3[CH:12]=[C:13]([NH:16][C:17](=[O:28])[C:18]4[CH:23]=[CH:22][CH:21]=[CH:20][C:19]=4C(F)(F)F)[CH:14]=[CH:15][C:7]2=3)[CH2:5][CH2:4][CH2:3][CH2:2]1.[F:29]C1C=CC=CC=1C(Cl)=O, predict the reaction product. (2) Given the reactants ClC1C=CC=CC=1C(Cl)=O.Cl[C:12]1[CH:17]=[CH:16][C:15]([C:18]#[N:19])=[CH:14][N:13]=1.[Cl:20][C:21]1[CH:26]=[C:25](Cl)[CH:24]=[CH:23][C:22]=1[C:28]1[C:33]([C:34]2[NH:35][CH:36]=[CH:37][N:38]=2)=[CH:32][N:31]=[C:30]([NH:39][CH2:40][CH2:41][NH:42]C2C=CC([N+]([O-])=O)=CN=2)[N:29]=1, predict the reaction product. The product is: [Cl:20][C:21]1[CH:26]=[CH:25][CH:24]=[CH:23][C:22]=1[C:28]1[C:33]([C:34]2[NH:38][CH:37]=[CH:36][N:35]=2)=[CH:32][N:31]=[C:30]([NH:39][CH2:40][CH2:41][NH:42][C:12]2[N:13]=[CH:14][C:15]([C:18]#[N:19])=[CH:16][CH:17]=2)[N:29]=1. (3) Given the reactants Br.[NH2:2][C:3]([NH:5][C:6]([C:8]1[N:9]([CH3:26])[C:10]2[C:15]([CH:16]=1)=[C:14]([C:17]([F:20])([F:19])[F:18])[CH:13]=[C:12]([CH2:21][P:22](=[O:25])([OH:24])[OH:23])[CH:11]=2)=[O:7])=[NH:4].[OH-].[Na+].Cl, predict the reaction product. The product is: [NH2:4][C:3]([NH:5][C:6]([C:8]1[N:9]([CH3:26])[C:10]2[C:15]([CH:16]=1)=[C:14]([C:17]([F:18])([F:19])[F:20])[CH:13]=[C:12]([CH2:21][P:22](=[O:23])([OH:25])[OH:24])[CH:11]=2)=[O:7])=[NH:2]. (4) The product is: [C:1]([O:4][CH2:5][CH:6]([C@@H:8]1[CH2:12][CH2:11][CH2:10][N:9]1[C:13]([O:15][C:16]([CH3:19])([CH3:18])[CH3:17])=[O:14])[OH:7])(=[O:3])[CH3:2]. Given the reactants [C:1]([O:4][CH:5](SC)[C:6]([C@@H:8]1[CH2:12][CH2:11][CH2:10][N:9]1[C:13]([O:15][C:16]([CH3:19])([CH3:18])[CH3:17])=[O:14])=[O:7])(=[O:3])[CH3:2].CCO.[BH4-].[Na+].Cl, predict the reaction product. (5) The product is: [CH3:17][C:12]1[CH:11]=[CH:10][C:15]([O:16][C:2]2[CH:9]=[CH:8][C:5]([CH:6]=[O:7])=[CH:4][CH:3]=2)=[CH:14][CH:13]=1. Given the reactants F[C:2]1[CH:9]=[CH:8][C:5]([CH:6]=[O:7])=[CH:4][CH:3]=1.[CH:10]1[C:15]([OH:16])=[CH:14][CH:13]=[C:12]([CH3:17])[CH:11]=1.C(=O)([O-])[O-].[K+].[K+], predict the reaction product. (6) Given the reactants [C:1]([N:3]=[C:4]([N:7]1[CH2:12][CH2:11][O:10][CH:9]([CH3:13])[CH2:8]1)[S:5][CH3:6])#[N:2].SC[C:16]([O:18][CH3:19])=[O:17].C(N(CC)CC)C, predict the reaction product. The product is: [NH2:2][C:1]1[N:3]=[C:4]([N:7]2[CH2:12][CH2:11][O:10][CH:9]([CH3:13])[CH2:8]2)[S:5][C:6]=1[C:16]([O:18][CH3:19])=[O:17]. (7) The product is: [C:1]([C:5]1[CH:9]=[C:8]([NH:10][C:11]([NH:13][C:14]2[C:23]3[C:18](=[CH:19][CH:20]=[CH:21][CH:22]=3)[C:17]([O:24][C:25]3[CH:30]=[CH:29][N:28]=[C:27]([NH:54][C:53]4[CH:55]=[CH:56][CH:57]=[C:51]([O:50][CH2:49][CH2:48][O:47][CH2:46][CH2:45][O:44][CH2:43][CH2:42][O:41][CH3:40])[CH:52]=4)[N:26]=3)=[CH:16][CH:15]=2)=[O:12])[N:7]([C:32]2[CH:33]=[N:34][C:35]([O:38][CH3:39])=[CH:36][CH:37]=2)[N:6]=1)([CH3:4])([CH3:3])[CH3:2]. Given the reactants [C:1]([C:5]1[CH:9]=[C:8]([NH:10][C:11]([NH:13][C:14]2[C:23]3[C:18](=[CH:19][CH:20]=[CH:21][CH:22]=3)[C:17]([O:24][C:25]3[CH:30]=[CH:29][N:28]=[C:27](Cl)[N:26]=3)=[CH:16][CH:15]=2)=[O:12])[N:7]([C:32]2[CH:33]=[N:34][C:35]([O:38][CH3:39])=[CH:36][CH:37]=2)[N:6]=1)([CH3:4])([CH3:3])[CH3:2].[CH3:40][O:41][CH2:42][CH2:43][O:44][CH2:45][CH2:46][O:47][CH2:48][CH2:49][O:50][C:51]1[CH:52]=[C:53]([CH:55]=[CH:56][CH:57]=1)[NH2:54].C([O-])(O)=O.[Na+], predict the reaction product. (8) Given the reactants [CH3:1][C:2]1([CH3:22])[C:6]([CH3:8])([CH3:7])[O:5][B:4]([C:9]2[CH:14]=[CH:13][C:12]([N:15]3[CH2:20][CH2:19][CH:18]([OH:21])[CH2:17][CH2:16]3)=[CH:11][CH:10]=2)[O:3]1.[H-].[Na+].[CH3:25]I.O, predict the reaction product. The product is: [CH3:25][O:21][CH:18]1[CH2:19][CH2:20][N:15]([C:12]2[CH:11]=[CH:10][C:9]([B:4]3[O:3][C:2]([CH3:22])([CH3:1])[C:6]([CH3:7])([CH3:8])[O:5]3)=[CH:14][CH:13]=2)[CH2:16][CH2:17]1.